This data is from Reaction yield outcomes from USPTO patents with 853,638 reactions. The task is: Predict the reaction yield, written as a fraction of the theoretical maximum amount of product (1.0 means a 100% yield; for example, 0.34 means a 34% yield). (1) The reactants are [Cl:1][C:2]1[CH:15]=[CH:14][CH:13]=[CH:12][C:3]=1[CH2:4][N:5]1[C:9]([CH3:10])=[CH:8][C:7]([CH3:11])=[N:6]1.C=O.[CH3:18][NH2:19].Cl.[CH3:21]O. No catalyst specified. The product is [Cl:1][C:2]1[CH:15]=[CH:14][CH:13]=[CH:12][C:3]=1[CH2:4][N:5]1[C:9]([CH3:10])=[C:8]([CH2:18][NH:19][CH3:21])[C:7]([CH3:11])=[N:6]1. The yield is 0.620. (2) The reactants are [BH4-].[Na+].C([O:5][C:6]([C:8]1[CH:13]=[CH:12][CH:11]=[C:10]([O:14][CH2:15][CH3:16])[N:9]=1)=O)C.O. The catalyst is CCO. The product is [CH2:15]([O:14][C:10]1[N:9]=[C:8]([CH2:6][OH:5])[CH:13]=[CH:12][CH:11]=1)[CH3:16]. The yield is 0.740. (3) The reactants are FC1C=C(F)C=CC=1C1C=C(COS(C)(=O)=O)C(=O)N(CC(C)C)N=1.[Cl:26][C:27]1[CH:53]=[CH:52][C:30]([CH2:31][N:32]2[C:37](=[O:38])[C:36]([C:39]([O:41]C)=[O:40])=[CH:35][C:34]([C:43]3[CH:48]=[CH:47][C:46]([O:49][CH3:50])=[C:45]([F:51])[CH:44]=3)=[N:33]2)=[CH:29][CH:28]=1. No catalyst specified. The product is [C:39]([C:36]1[C:37](=[O:38])[N:32]([CH2:31][C:30]2[CH:29]=[CH:28][C:27]([Cl:26])=[CH:53][CH:52]=2)[N:33]=[C:34]([C:43]2[CH:48]=[CH:47][C:46]([O:49][CH3:50])=[C:45]([F:51])[CH:44]=2)[CH:35]=1)([OH:41])=[O:40]. The yield is 0.960. (4) The reactants are [F:1][C:2]1[CH:7]=[C:6]([S:8][CH3:9])[CH:5]=[CH:4][C:3]=1[NH:10][C:11]1[C:12]([C:19]([NH:21][O:22][CH2:23][CH2:24][O:25]C=C)=[O:20])=[N:13][N:14]([CH3:18])[C:15](=[O:17])[CH:16]=1.Cl. The catalyst is CCOC(C)=O. The product is [F:1][C:2]1[CH:7]=[C:6]([S:8][CH3:9])[CH:5]=[CH:4][C:3]=1[NH:10][C:11]1[C:12]([C:19]([NH:21][O:22][CH2:23][CH2:24][OH:25])=[O:20])=[N:13][N:14]([CH3:18])[C:15](=[O:17])[CH:16]=1. The yield is 0.220. (5) The reactants are Cl.[CH2:2]([NH2:4])[CH3:3].[Cl:5][C:6]1[CH:7]=[C:8]([CH:12]=[CH:13][C:14]=1[F:15])[C:9]([OH:11])=O. No catalyst specified. The product is [Cl:5][C:6]1[CH:7]=[C:8]([CH:12]=[CH:13][C:14]=1[F:15])[C:9]([NH:4][CH2:2][CH3:3])=[O:11]. The yield is 0.770. (6) The reactants are [NH2:1][CH2:2][C:3]1[C:8]([C:9]([O:11]C)=O)=[C:7]([Cl:13])[N:6]=[CH:5][CH:4]=1.[F:14][C:15]1[CH:16]=[C:17]([CH:20]=[CH:21][C:22]=1[F:23])[CH:18]=O.[BH-](OC(C)=O)(OC(C)=O)OC(C)=O.[Na+].CC(O)=O. The catalyst is ClCCCl. The product is [Cl:13][C:7]1[C:8]2[C:9](=[O:11])[N:1]([CH2:18][C:17]3[CH:20]=[CH:21][C:22]([F:23])=[C:15]([F:14])[CH:16]=3)[CH2:2][C:3]=2[CH:4]=[CH:5][N:6]=1. The yield is 0.459.